Dataset: Forward reaction prediction with 1.9M reactions from USPTO patents (1976-2016). Task: Predict the product of the given reaction. (1) Given the reactants [CH3:1][C:2]1[CH:3]=[C:4]([OH:9])[CH:5]=[C:6]([OH:8])[CH:7]=1.[CH3:10][C:11]([CH3:16])=[CH:12][C:13](O)=[O:14].[Cl-].[Al+3].[Cl-].[Cl-].P(Cl)(Cl)(Cl)=O, predict the reaction product. The product is: [OH:8][C:6]1[CH:5]=[C:4]2[C:3]([C:13](=[O:14])[CH2:12][C:11]([CH3:16])([CH3:10])[O:9]2)=[C:2]([CH3:1])[CH:7]=1. (2) Given the reactants [CH:1]1([NH:6][C:7]2[N:12]3[N:13]=[C:14]([C:23]4[CH:28]=[CH:27][C:26]([O:29][CH3:30])=[CH:25][CH:24]=4)[C:15]([C:16](=O)/[CH:17]=[CH:18]/N(C)C)=[C:11]3[CH:10]=[CH:9][CH:8]=2)[CH2:5][CH2:4][CH2:3][CH2:2]1.[N+]([O-])([O-])=O.[C:35]([C:43]1C=[C:45]([NH:49][C:50]([NH2:52])=[NH2+:51])[CH:46]=[CH:47][CH:48]=1)(=O)[C:36]1[CH:41]=[CH:40][CH:39]=[CH:38][CH:37]=1.[C:53](=O)([O-])[O-:54].[K+].[K+].CCOCC, predict the reaction product. The product is: [CH:1]1([NH:6][C:7]2[N:12]3[N:13]=[C:14]([C:23]4[CH:24]=[CH:25][C:26]([O:29][CH3:30])=[CH:27][CH:28]=4)[C:15]([C:16]4[CH:17]=[CH:18][N:51]=[C:50]([NH:49][C:45]5[CH:46]=[CH:47][CH:48]=[CH:43][C:35]=5[C:36]5[CH:37]=[C:38]([CH:53]=[O:54])[CH:39]=[CH:40][CH:41]=5)[N:52]=4)=[C:11]3[CH:10]=[CH:9][CH:8]=2)[CH2:2][CH2:3][CH2:4][CH2:5]1. (3) Given the reactants [NH:1]1[CH:5]=[N:4][C:3]([C:6]([O:8][CH3:9])=[O:7])=[N:2]1.C(O[C@H:14]1[O:26][C@@H:25]([CH2:27][O:28][C:29](=[O:31])[CH3:30])[C@H:20]([O:21][C:22](=[O:24])[CH3:23])[C@@H:15]1[O:16][C:17](=[O:19])[CH3:18])(=O)C, predict the reaction product. The product is: [C:17]([O:16][C@H:15]1[C@@H:20]([O:21][C:22](=[O:24])[CH3:23])[C@H:25]([CH2:27][O:28][C:29](=[O:31])[CH3:30])[O:26][C@@H:14]1[N:1]1[CH:5]=[N:4][C:3]([C:6]([O:8][CH3:9])=[O:7])=[N:2]1)(=[O:19])[CH3:18]. (4) Given the reactants [CH:1]1([N:7]([CH:23]2[CH2:28][CH2:27][CH2:26][CH2:25][CH2:24]2)[C:8](=[O:22])[NH:9][C:10]2[S:11][C:12]([S:15][C:16](C)([CH3:20])[C:17]([OH:19])=[O:18])=[CH:13][N:14]=2)[CH2:6][CH2:5][CH2:4][CH2:3][CH2:2]1.BrC(C)C(OCC)=O, predict the reaction product. The product is: [CH:23]1([N:7]([CH:1]2[CH2:6][CH2:5][CH2:4][CH2:3][CH2:2]2)[C:8](=[O:22])[NH:9][C:10]2[S:11][C:12]([S:15][CH:16]([CH3:20])[C:17]([OH:19])=[O:18])=[CH:13][N:14]=2)[CH2:24][CH2:25][CH2:26][CH2:27][CH2:28]1. (5) Given the reactants [NH2:1][C:2]1[C:6]2[C:7](=[O:19])[N:8]([CH:12]([CH:16]3[CH2:18][CH2:17]3)[CH:13]3[CH2:15][CH2:14]3)[CH:9]=[C:10](Br)[C:5]=2[NH:4][N:3]=1.CC1(C)C(C)(C)OB(B2OC(C)(C)C(C)(C)O2)O1.C([O-])(=O)C.[K+].Br[C:44]1[CH:48]=[C:47]([CH3:49])[N:46]([CH3:50])[N:45]=1.C(=O)([O-])[O-].[Na+].[Na+], predict the reaction product. The product is: [NH2:1][C:2]1[C:6]2[C:7](=[O:19])[N:8]([CH:12]([CH:16]3[CH2:18][CH2:17]3)[CH:13]3[CH2:15][CH2:14]3)[CH:9]=[C:10]([C:44]3[CH:48]=[C:47]([CH3:49])[N:46]([CH3:50])[N:45]=3)[C:5]=2[NH:4][N:3]=1. (6) Given the reactants [F:1][C:2]1[C:7]([C:8]2[CH:13]=[CH:12][C:11]3[O:14][C@H:15]4[CH2:20][CH2:19][NH:18][CH2:17][C@@H:16]4[C:21]4([CH2:25][O:24][C:23]([NH:26][C:27](=[O:33])[O:28][C:29]([CH3:32])([CH3:31])[CH3:30])=[N:22]4)[C:10]=3[CH:9]=2)=[CH:6][CH:5]=[CH:4][N:3]=1.[CH3:34][CH:35]([CH3:41])[CH2:36][S:37](Cl)(=[O:39])=[O:38], predict the reaction product. The product is: [F:1][C:2]1[C:7]([C:8]2[CH:13]=[CH:12][C:11]3[O:14][C@H:15]4[CH2:20][CH2:19][N:18]([S:37]([CH2:36][CH:35]([CH3:41])[CH3:34])(=[O:39])=[O:38])[CH2:17][C@@H:16]4[C@@:21]4([CH2:25][O:24][C:23]([NH:26][C:27](=[O:33])[O:28][C:29]([CH3:30])([CH3:32])[CH3:31])=[N:22]4)[C:10]=3[CH:9]=2)=[CH:6][CH:5]=[CH:4][N:3]=1.[F:1][C:2]1[C:7]([C:8]2[CH:13]=[CH:12][C:11]3[O:14][C@H:15]4[CH2:20][CH2:19][N:18]([S:37]([CH2:36][CH:35]([CH3:41])[CH3:34])(=[O:39])=[O:38])[CH2:17][C@@H:16]4[C@:21]4([CH2:25][O:24][C:23]([NH:26][C:27](=[O:33])[O:28][C:29]([CH3:30])([CH3:32])[CH3:31])=[N:22]4)[C:10]=3[CH:9]=2)=[CH:6][CH:5]=[CH:4][N:3]=1. (7) The product is: [F:21][C:22]1[CH:27]=[CH:26][C:25]([CH:28]2[NH:33][C:32](=[S:2])[CH2:31][S:30][CH2:29]2)=[CH:24][CH:23]=1. Given the reactants P12(SP3(SP(SP(S3)(S1)=S)(=S)S2)=S)=[S:2].C(=O)([O-])[O-].[Na+].[Na+].[F:21][C:22]1[CH:27]=[CH:26][C:25]([CH:28]2[NH:33][C:32](=O)[CH2:31][S:30][CH2:29]2)=[CH:24][CH:23]=1, predict the reaction product.